Dataset: Catalyst prediction with 721,799 reactions and 888 catalyst types from USPTO. Task: Predict which catalyst facilitates the given reaction. (1) Reactant: [C:1]([C:4]1[CH:28]=[CH:27][C:7]([O:8][CH2:9][C:10]2[CH:11]=[C:12]([NH:16][C:17](=[O:26])[C:18]3[CH:23]=[CH:22][CH:21]=[C:20]([C:24]#[N:25])[CH:19]=3)[CH:13]=[CH:14][CH:15]=2)=[C:6]([CH2:29][CH2:30][CH3:31])[C:5]=1[OH:32])(=[O:3])[CH3:2].[N-:33]=[N+:34]=[N-:35].[Na+].[Cl-].[NH4+]. Product: [C:1]([C:4]1[CH:28]=[CH:27][C:7]([O:8][CH2:9][C:10]2[CH:11]=[C:12]([NH:16][C:17](=[O:26])[C:18]3[CH:23]=[CH:22][CH:21]=[C:20]([C:24]4[N:33]=[N:34][NH:35][N:25]=4)[CH:19]=3)[CH:13]=[CH:14][CH:15]=2)=[C:6]([CH2:29][CH2:30][CH3:31])[C:5]=1[OH:32])(=[O:3])[CH3:2]. The catalyst class is: 35. (2) Reactant: C([O:3][C:4](=O)[CH2:5][O:6][C:7]1[CH:12]=[CH:11][C:10]([C:13]2[CH:18]=[CH:17][CH:16]=[CH:15][C:14]=2[C:19]([NH:21][C:22]2[CH:27]=[CH:26][C:25]([NH:28][CH2:29][CH2:30][C:31]3[CH:36]=[CH:35][CH:34]=[CH:33][N:32]=3)=[CH:24][CH:23]=2)=[O:20])=[CH:9][CH:8]=1)C.[BH4-].[Li+].Cl.C(=O)([O-])O.[Na+]. Product: [OH:3][CH2:4][CH2:5][O:6][C:7]1[CH:12]=[CH:11][C:10]([C:13]2[C:14]([C:19]([NH:21][C:22]3[CH:27]=[CH:26][C:25]([NH:28][CH2:29][CH2:30][C:31]4[CH:36]=[CH:35][CH:34]=[CH:33][N:32]=4)=[CH:24][CH:23]=3)=[O:20])=[CH:15][CH:16]=[CH:17][CH:18]=2)=[CH:9][CH:8]=1. The catalyst class is: 83. (3) Reactant: [CH3:1][O:2][C:3](=[O:20])[C:4]1[CH:9]=[C:8]([O:10][CH3:11])[CH:7]=[C:6]([NH:12][C:13]([O:15][C:16]([CH3:19])([CH3:18])[CH3:17])=[O:14])[CH:5]=1.C(=O)([O-])[O-].[Cs+].[Cs+].[CH2:27](Br)[CH:28]=[CH2:29]. Product: [CH3:1][O:2][C:3](=[O:20])[C:4]1[CH:9]=[C:8]([O:10][CH3:11])[CH:7]=[C:6]([N:12]([CH2:29][CH:28]=[CH2:27])[C:13]([O:15][C:16]([CH3:17])([CH3:19])[CH3:18])=[O:14])[CH:5]=1. The catalyst class is: 3. (4) Reactant: [Br:1][C:2]1[CH:3]=[CH:4][C:5]([NH2:8])=[N:6][CH:7]=1.C([Li])CCC.CCCCCC.Cl[Si:21]([CH3:29])([CH3:28])[CH2:22][CH2:23][Si:24](Cl)([CH3:26])[CH3:25].[Na+].[Cl-]. Product: [Br:1][C:2]1[CH:3]=[CH:4][C:5]([N:8]2[Si:24]([CH3:26])([CH3:25])[CH2:23][CH2:22][Si:21]2([CH3:29])[CH3:28])=[N:6][CH:7]=1. The catalyst class is: 1. (5) Reactant: [CH2:1]([N:3]([CH2:18][CH3:19])[C:4]1[CH:17]=[CH:16][C:7]2[CH:8]=[C:9]([C:13]([OH:15])=[O:14])[C:10](=[O:12])[O:11][C:6]=2[CH:5]=1)[CH3:2].[CH2:20](O)[CH2:21][OH:22]. Product: [OH:22][CH2:21][CH2:20][O:14][C:13]([C:9]1[C:10](=[O:12])[O:11][C:6]2[C:7]([CH:8]=1)=[CH:16][CH:17]=[C:4]([N:3]([CH2:1][CH3:2])[CH2:18][CH3:19])[CH:5]=2)=[O:15]. The catalyst class is: 65. (6) Reactant: [C@H:1]1([O:12][C@H]2[C@@H](O)[C@@H](CO)O[C@H](OC3C=CC(N)=CC=3)[C@@H]2O)[O:9][C@H:8]([CH2:10][OH:11])[C@H:6]([OH:7])[C@H:4]([OH:5])[C@H:2]1[OH:3].C([O-])(O)=O.[Na+].O. Product: [OH:12][C@H:1]1[O:9][C@H:8]([CH2:10][OH:11])[C@H:6]([OH:7])[C@H:4]([OH:5])[C@H:2]1[OH:3]. The catalyst class is: 578.